Dataset: Reaction yield outcomes from USPTO patents with 853,638 reactions. Task: Predict the reaction yield, written as a fraction of the theoretical maximum amount of product (1.0 means a 100% yield; for example, 0.34 means a 34% yield). (1) The reactants are [CH3:1][C:2]1[C:3]([OH:18])=[CH:4][N:5]2[C:10]=1[C:9]([O:11][C:12]1[CH:17]=[CH:16][CH:15]=[CH:14][CH:13]=1)=[N:8][CH:7]=[N:6]2.[N:19]1([CH2:25][CH2:26][CH2:27]O)[CH2:24][CH2:23][CH2:22][CH2:21][CH2:20]1.C1(P(C2C=CC=CC=2)C2C=CC=CC=2)C=CC=CC=1.CCOC(/N=N/C(OCC)=O)=O. The catalyst is O1CCCC1. The product is [CH3:1][C:2]1[C:3]([O:18][CH2:27][CH2:26][CH2:25][N:19]2[CH2:24][CH2:23][CH2:22][CH2:21][CH2:20]2)=[CH:4][N:5]2[C:10]=1[C:9]([O:11][C:12]1[CH:17]=[CH:16][CH:15]=[CH:14][CH:13]=1)=[N:8][CH:7]=[N:6]2. The yield is 0.720. (2) The reactants are Br[C:2]1[CH:3]=[CH:4][C:5]2[O:10][CH2:9][C:8](=[O:11])[NH:7][C:6]=2[CH:12]=1.C([Li])CCC.[O:18]1[C:22]2([CH2:27][CH2:26][C:25](=[O:28])[CH2:24][CH2:23]2)[O:21][CH2:20][CH2:19]1.[Cl-].[NH4+]. The catalyst is C1COCC1. The product is [OH:28][C:25]1([C:2]2[CH:3]=[CH:4][C:5]3[O:10][CH2:9][C:8](=[O:11])[NH:7][C:6]=3[CH:12]=2)[CH2:26][CH2:27][C:22]2([O:18][CH2:19][CH2:20][O:21]2)[CH2:23][CH2:24]1. The yield is 0.150. (3) The product is [CH2:16]([C:4]1[CH:5]=[C:6]([NH:8][C:9]2[CH:14]=[CH:13][C:12]([CH3:15])=[CH:11][CH:10]=2)[N:7]=[C:2]([N:21]2[CH2:20][CH2:19][N:18]([C:24]([O:26][C:27]([CH3:30])([CH3:29])[CH3:28])=[O:25])[CH2:23][CH2:22]2)[N:3]=1)[CH3:17]. The catalyst is C(O)CCC. The reactants are Cl[C:2]1[N:7]=[C:6]([NH:8][C:9]2[CH:14]=[CH:13][C:12]([CH3:15])=[CH:11][CH:10]=2)[CH:5]=[C:4]([CH2:16][CH3:17])[N:3]=1.[N:18]1([C:24]([O:26][C:27]([CH3:30])([CH3:29])[CH3:28])=[O:25])[CH2:23][CH2:22][NH:21][CH2:20][CH2:19]1.C(N(CC)C(C)C)(C)C. The yield is 0.680. (4) The reactants are Br[CH2:2][CH2:3][CH2:4][CH2:5][CH2:6][C:7]([O:9][CH2:10][CH3:11])=[O:8].[S:12]([O-:15])([O-:14])=[O:13].[Na+:16].[Na+]. The catalyst is C(O)C.O. The product is [CH2:10]([O:9][C:7](=[O:8])[CH2:6][CH2:5][CH2:4][CH2:3][CH2:2][S:12]([O-:15])(=[O:14])=[O:13])[CH3:11].[Na+:16]. The yield is 0.990. (5) The reactants are [NH2:1][CH2:2][CH2:3][CH2:4][N:5]1[CH2:10][CH2:9][N:8]([CH2:11][CH2:12][CH2:13][NH2:14])[CH2:7][CH2:6]1.[CH2:15]([CH2:19][CH:20]=[O:21])[CH2:16][CH:17]=[O:18].Cl. The catalyst is O. The product is [NH2:14][CH2:13][CH2:12][CH2:11][N:8]1[CH2:7][CH2:6][N:5]([CH2:4][CH2:3][CH2:2][NH2:1])[CH2:10][CH2:9]1.[CH2:15]([CH2:19][CH:20]=[O:21])[CH2:16][CH:17]=[O:18]. The yield is 0.140. (6) The catalyst is CN(C)C=O. The reactants are [CH3:1][O:2][C:3]1[N:8]=[C:7]2[N:9]([CH2:14][CH2:15][CH:16]=O)[C:10](=[O:13])[CH:11]=[CH:12][C:6]2=[N:5][CH:4]=1.[NH2:18][C@H:19]1[CH2:23][N:22]([C:24]2[CH:25]=[CH:26][C:27]3[O:28][CH2:29][C:30](=[O:34])[NH:31][C:32]=3[N:33]=2)[C:21](=[O:35])[CH2:20]1.C(OC(=O)N[C@@H]1CC(=O)NC1)(C)(C)C.C(O)(=O)C.C(O[BH-](OC(=O)C)OC(=O)C)(=O)C.[Na+].C(=O)([O-])O.[Na+]. The yield is 0.0900. The product is [CH3:1][O:2][C:3]1[N:8]=[C:7]2[N:9]([CH2:14][CH2:15][CH2:16][NH:18][C@H:19]3[CH2:23][N:22]([C:24]4[CH:25]=[CH:26][C:27]5[O:28][CH2:29][C:30](=[O:34])[NH:31][C:32]=5[N:33]=4)[C:21](=[O:35])[CH2:20]3)[C:10](=[O:13])[CH:11]=[CH:12][C:6]2=[N:5][CH:4]=1. (7) The reactants are [C:1]([O:5][C:6]([NH:8][C:9]1[CH:17]=[CH:16][C:12]([C:13]([OH:15])=O)=[CH:11][CH:10]=1)=[O:7])([CH3:4])([CH3:3])[CH3:2].C1C=CC2N(O)N=NC=2C=1.CCN=C=NCCCN(C)C.CCN(C(C)C)C(C)C.[CH3:48][C:49]12[CH2:56][CH:53]([NH:54][CH2:55]1)[CH2:52][C:51]([CH3:58])([CH3:57])[CH2:50]2. The catalyst is C1COCC1. The product is [C:1]([O:5][C:6](=[O:7])[NH:8][C:9]1[CH:10]=[CH:11][C:12]([C:13]([N:54]2[CH2:55][C:49]3([CH3:48])[CH2:56][CH:53]2[CH2:52][C:51]([CH3:58])([CH3:57])[CH2:50]3)=[O:15])=[CH:16][CH:17]=1)([CH3:2])([CH3:3])[CH3:4]. The yield is 0.770. (8) The reactants are [O:1]=[C:2]1[C:10](=[O:11])[C:9]2[C:4](=[CH:5][CH:6]=[C:7]([S:12](Cl)(=[O:14])=[O:13])[CH:8]=2)[NH:3]1.C1COCC1.C(N(CC)C(C)C)(C)C.[CH3:30][O:31][CH2:32][C@H:33]1[CH2:37][CH2:36][CH2:35][NH:34]1. The catalyst is C(Cl)(Cl)Cl. The product is [CH3:30][O:31][CH2:32][C@H:33]1[CH2:37][CH2:36][CH2:35][N:34]1[S:12]([C:7]1[CH:8]=[C:9]2[C:4](=[CH:5][CH:6]=1)[NH:3][C:2](=[O:1])[C:10]2=[O:11])(=[O:14])=[O:13]. The yield is 0.638. (9) The reactants are [NH:1]1[CH2:5][CH2:4][CH2:3][CH:2]1[CH2:6][C:7]([O:9][C:10]([CH3:13])([CH3:12])[CH3:11])=[O:8].Cl[C:15]1[C:24]([N+:25]([O-:27])=[O:26])=[CH:23][C:18]([C:19]([O:21][CH3:22])=[O:20])=[CH:17][N:16]=1.C([O-])([O-])=O.[K+].[K+].C(N(CC)CC)C. The catalyst is C1COCC1. The product is [C:10]([O:9][C:7](=[O:8])[CH2:6][CH:2]1[CH2:3][CH2:4][CH2:5][N:1]1[C:15]1[C:24]([N+:25]([O-:27])=[O:26])=[CH:23][C:18]([C:19]([O:21][CH3:22])=[O:20])=[CH:17][N:16]=1)([CH3:13])([CH3:12])[CH3:11]. The yield is 0.910. (10) The reactants are [CH2:1]([Si:3]([CH2:12][CH3:13])([CH2:10][CH3:11])[O:4][C:5]([CH:7]=[CH:8][CH3:9])=[CH2:6])[CH3:2].[N+:14]([C:17]1[CH:24]=[N:23][CH:22]=[CH:21][C:18]=1[CH:19]=[O:20])([O-:16])=[O:15].CC(C)(C)/C(/O)=C/C(C(C(C(F)(F)F)(F)F)(F)F)=O.CC(C)(C)/C(/O)=C/C(C(C(C(F)(F)F)(F)F)(F)F)=O.CC(C)(C)/C(/O)=C/C(C(C(C(F)(F)F)(F)F)(F)F)=O.[Eu]. The catalyst is C(Cl)(Cl)Cl. The product is [CH3:9][C@H:8]1[O:20][C@@H:19]([C:18]2[CH:21]=[CH:22][N:23]=[CH:24][C:17]=2[N+:14]([O-:16])=[O:15])[CH2:6][C:5]([O:4][Si:3]([CH2:10][CH3:11])([CH2:1][CH3:2])[CH2:12][CH3:13])=[CH:7]1. The yield is 0.840.